From a dataset of Peptide-MHC class II binding affinity with 134,281 pairs from IEDB. Regression. Given a peptide amino acid sequence and an MHC pseudo amino acid sequence, predict their binding affinity value. This is MHC class II binding data. (1) The peptide sequence is CGSTDEYCSPDHNCQ. The MHC is HLA-DQA10101-DQB10501 with pseudo-sequence HLA-DQA10101-DQB10501. The binding affinity (normalized) is 0.0474. (2) The peptide sequence is GENGRKTRSAYERMC. The MHC is DRB1_0301 with pseudo-sequence DRB1_0301. The binding affinity (normalized) is 0.